From a dataset of Catalyst prediction with 721,799 reactions and 888 catalyst types from USPTO. Predict which catalyst facilitates the given reaction. Reactant: [O:1]([C:4]1[C:5]([N:10]2[CH2:15][CH2:14][N:13]([CH3:16])[CH2:12][CH2:11]2)=[N:6][CH:7]=[CH:8][CH:9]=1)[CH2:2]C.C1C(=O)N([Br:24])C(=O)C1. Product: [Br:24][C:8]1[CH:9]=[C:4]([O:1][CH3:2])[C:5]([N:10]2[CH2:15][CH2:14][N:13]([CH3:16])[CH2:12][CH2:11]2)=[N:6][CH:7]=1. The catalyst class is: 10.